Dataset: NCI-60 drug combinations with 297,098 pairs across 59 cell lines. Task: Regression. Given two drug SMILES strings and cell line genomic features, predict the synergy score measuring deviation from expected non-interaction effect. (1) Drug 1: CC12CCC(CC1=CCC3C2CCC4(C3CC=C4C5=CN=CC=C5)C)O. Drug 2: CC1=C2C(C(=O)C3(C(CC4C(C3C(C(C2(C)C)(CC1OC(=O)C(C(C5=CC=CC=C5)NC(=O)OC(C)(C)C)O)O)OC(=O)C6=CC=CC=C6)(CO4)OC(=O)C)O)C)O. Cell line: SK-MEL-28. Synergy scores: CSS=37.7, Synergy_ZIP=8.10, Synergy_Bliss=10.7, Synergy_Loewe=-15.6, Synergy_HSA=9.43. (2) Drug 1: C1CCC(C1)C(CC#N)N2C=C(C=N2)C3=C4C=CNC4=NC=N3. Cell line: HT29. Synergy scores: CSS=39.5, Synergy_ZIP=0.901, Synergy_Bliss=-1.01, Synergy_Loewe=-28.9, Synergy_HSA=-4.29. Drug 2: CCCS(=O)(=O)NC1=C(C(=C(C=C1)F)C(=O)C2=CNC3=C2C=C(C=N3)C4=CC=C(C=C4)Cl)F. (3) Drug 1: CCC1=CC2CC(C3=C(CN(C2)C1)C4=CC=CC=C4N3)(C5=C(C=C6C(=C5)C78CCN9C7C(C=CC9)(C(C(C8N6C)(C(=O)OC)O)OC(=O)C)CC)OC)C(=O)OC.C(C(C(=O)O)O)(C(=O)O)O. Drug 2: C1=NC(=NC(=O)N1C2C(C(C(O2)CO)O)O)N. Cell line: 786-0. Synergy scores: CSS=19.1, Synergy_ZIP=-0.692, Synergy_Bliss=0.0924, Synergy_Loewe=-7.04, Synergy_HSA=0.358. (4) Drug 1: CC1C(C(CC(O1)OC2CC(CC3=C2C(=C4C(=C3O)C(=O)C5=C(C4=O)C(=CC=C5)OC)O)(C(=O)CO)O)N)O.Cl. Drug 2: C1=CC(=CC=C1CCCC(=O)O)N(CCCl)CCCl. Cell line: CCRF-CEM. Synergy scores: CSS=44.4, Synergy_ZIP=-3.39, Synergy_Bliss=-1.02, Synergy_Loewe=-2.38, Synergy_HSA=3.97. (5) Drug 1: C1=CC(=CC=C1CCCC(=O)O)N(CCCl)CCCl. Drug 2: CCN(CC)CCCC(C)NC1=C2C=C(C=CC2=NC3=C1C=CC(=C3)Cl)OC. Cell line: 786-0. Synergy scores: CSS=62.4, Synergy_ZIP=-8.70, Synergy_Bliss=-9.90, Synergy_Loewe=-35.1, Synergy_HSA=-5.49. (6) Drug 1: CC12CCC3C(C1CCC2=O)CC(=C)C4=CC(=O)C=CC34C. Drug 2: CC=C1C(=O)NC(C(=O)OC2CC(=O)NC(C(=O)NC(CSSCCC=C2)C(=O)N1)C(C)C)C(C)C. Cell line: SNB-75. Synergy scores: CSS=64.6, Synergy_ZIP=3.07, Synergy_Bliss=6.65, Synergy_Loewe=-19.4, Synergy_HSA=10.7.